Dataset: Catalyst prediction with 721,799 reactions and 888 catalyst types from USPTO. Task: Predict which catalyst facilitates the given reaction. Reactant: [Br:1][C:2]1[CH:7]=[CH:6][C:5]([OH:8])=[CH:4][C:3]=1[O:9][CH3:10].[CH3:11][O:12][C:13](=[O:27])[CH:14](OS(C1C=CC(C)=CC=1)(=O)=O)[CH3:15].C([O-])([O-])=O.[K+].[K+]. Product: [CH3:11][O:12][C:13](=[O:27])[CH:14]([O:8][C:5]1[CH:6]=[CH:7][C:2]([Br:1])=[C:3]([O:9][CH3:10])[CH:4]=1)[CH3:15]. The catalyst class is: 23.